This data is from Reaction yield outcomes from USPTO patents with 853,638 reactions. The task is: Predict the reaction yield, written as a fraction of the theoretical maximum amount of product (1.0 means a 100% yield; for example, 0.34 means a 34% yield). (1) The reactants are C[O:2][C:3](=[O:28])[CH:4]([N:11]1[C:16](=[O:17])[CH:15]=[C:14]([O:18][C:19]2[CH:24]=[CH:23][CH:22]=[CH:21][C:20]=2[CH2:25][CH2:26][OH:27])[CH:13]=[N:12]1)[CH2:5][CH:6]1[CH2:10][CH2:9][CH2:8][CH2:7]1.Cl. The catalyst is O1CCOCC1. The product is [CH:6]1([CH2:5][CH:4]([N:11]2[C:16](=[O:17])[CH:15]=[C:14]([O:18][C:19]3[CH:24]=[CH:23][CH:22]=[CH:21][C:20]=3[CH2:25][CH2:26][OH:27])[CH:13]=[N:12]2)[C:3]([OH:28])=[O:2])[CH2:10][CH2:9][CH2:8][CH2:7]1. The yield is 0.420. (2) The reactants are Cl[C:2]1[CH:7]=[C:6]([NH:8][C:9]2[CH:18]=[CH:17][CH:16]=[CH:15][C:10]=2[C:11]([NH:13][CH3:14])=[O:12])[C:5]([CH:19]2[CH2:21][CH2:20]2)=[CH:4][N:3]=1.[CH3:22][N:23]1[C:27]([NH2:28])=[CH:26][C:25]([CH3:29])=[N:24]1.C([O-])([O-])=O.[Cs+].[Cs+].CC1(C)C2C(=C(P(C3C=CC=CC=3)C3C=CC=CC=3)C=CC=2)OC2C(P(C3C=CC=CC=3)C3C=CC=CC=3)=CC=CC1=2. The catalyst is C1C=CC(/C=C/C(/C=C/C2C=CC=CC=2)=O)=CC=1.C1C=CC(/C=C/C(/C=C/C2C=CC=CC=2)=O)=CC=1.C1C=CC(/C=C/C(/C=C/C2C=CC=CC=2)=O)=CC=1.[Pd].[Pd].O1CCOCC1. The product is [CH:19]1([C:5]2[C:6]([NH:8][C:9]3[CH:18]=[CH:17][CH:16]=[CH:15][C:10]=3[C:11]([NH:13][CH3:14])=[O:12])=[CH:7][C:2]([NH:28][C:27]3[N:23]([CH3:22])[N:24]=[C:25]([CH3:29])[CH:26]=3)=[N:3][CH:4]=2)[CH2:21][CH2:20]1. The yield is 0.170. (3) The reactants are [C:1]([NH:4][C@H:5]1[C:13]2[C:8](=[CH:9][CH:10]=[C:11]([O:14][C:15]3[N:16]=[C:17]4[C:23]([C:24](O)=[O:25])=[CH:22][N:21]([CH2:27][O:28][CH2:29][CH2:30][Si:31]([CH3:34])([CH3:33])[CH3:32])[C:18]4=[N:19][CH:20]=3)[CH:12]=2)[CH2:7][CH2:6]1)(=[O:3])[CH3:2].CN(C(ON1N=[N:50][C:45]2[CH:46]=[CH:47]C=N[C:44]1=2)=[N+](C)C)C.F[P-](F)(F)(F)(F)F.C(N(C(C)C)CC)(C)C. The catalyst is ClCCl. The product is [C@@H:45]([NH:50][C:24]([C:23]1[C:17]2[C:18](=[N:19][CH:20]=[C:15]([O:14][C:11]3[CH:12]=[C:13]4[C:8](=[CH:9][CH:10]=3)[CH2:7][CH2:6][C@H:5]4[NH:4][C:1](=[O:3])[CH3:2])[N:16]=2)[N:21]([CH2:27][O:28][CH2:29][CH2:30][Si:31]([CH3:34])([CH3:33])[CH3:32])[CH:22]=1)=[O:25])([CH2:46][CH3:47])[CH3:44]. The yield is 0.540. (4) The reactants are [CH2:1]([NH2:3])[CH3:2].[CH2:4]1[CH2:10][S:7](=[O:9])(=[O:8])[O:6][CH2:5]1. The catalyst is O1CCCC1. The product is [CH2:1]([NH:3][CH2:5][CH2:4][CH2:10][S:7]([OH:9])(=[O:8])=[O:6])[CH3:2]. The yield is 0.570. (5) The reactants are [NH2:1][C:2]1C=CC(C)=CC=1.[C:17](O[C:17]([O:19][C:20]([CH3:23])([CH3:22])[CH3:21])=[O:18])([O:19][C:20]([CH3:23])([CH3:22])[CH3:21])=[O:18].[Br:24]N1C(=O)CCC1=O.N([C:39]([CH3:43])([CH3:42])[C:40]#N)=N[C:39]([CH3:43])([CH3:42])[C:40]#N.O1C[CH2:47][CH2:46][CH2:45]1. The catalyst is C(Cl)(Cl)(Cl)Cl. The product is [Br:24][CH2:43][C:39]1[CH:40]=[CH:47][C:46]([N:1]([CH3:2])[C:17](=[O:18])[O:19][C:20]([CH3:21])([CH3:22])[CH3:23])=[CH:45][CH:42]=1. The yield is 0.710. (6) The reactants are [Cl:1][C:2]1[N:7]=[C:6]([C:8]([OH:10])=[O:9])[CH:5]=[CH:4][CH:3]=1.[CH2:11](O)[CH3:12].S(=O)(=O)(O)O. The catalyst is C1(C)C=CC=CC=1. The product is [Cl:1][C:2]1[N:7]=[C:6]([C:8]([O:10][CH2:11][CH3:12])=[O:9])[CH:5]=[CH:4][CH:3]=1. The yield is 0.940. (7) The reactants are CO[C:3](=[O:24])[C:4]1[CH:9]=[CH:8][C:7]([O:10][CH2:11][C:12]2[C:13]([C:18]3[CH:23]=[CH:22][CH:21]=[CH:20][CH:19]=3)=[N:14][O:15][C:16]=2[CH3:17])=[N:6][CH:5]=1.[NH2:25][CH2:26][CH2:27][CH2:28][CH2:29][OH:30].N12CCCNC1=NCCC2.C(=O)(O)[O-].[Na+]. The catalyst is C1(C)C=CC=CC=1. The product is [OH:30][CH2:29][CH2:28][CH2:27][CH2:26][NH:25][C:3](=[O:24])[C:4]1[CH:9]=[CH:8][C:7]([O:10][CH2:11][C:12]2[C:13]([C:18]3[CH:19]=[CH:20][CH:21]=[CH:22][CH:23]=3)=[N:14][O:15][C:16]=2[CH3:17])=[N:6][CH:5]=1. The yield is 0.370.